This data is from Full USPTO retrosynthesis dataset with 1.9M reactions from patents (1976-2016). The task is: Predict the reactants needed to synthesize the given product. Given the product [OH:38][CH2:37][C@H:33]([NH:32][C:28]([C:26]1[NH:27][C:23]([C:8]2[CH:9]=[C:10]([O:12][Si:13]([CH:14]([CH3:15])[CH3:16])([CH:20]([CH3:22])[CH3:21])[CH:17]([CH3:18])[CH3:19])[CH:11]=[C:6]([O:5][C@@H:4]([CH3:31])[CH2:3][O:2][CH3:1])[CH:7]=2)=[CH:24][CH:25]=1)=[O:29])[C@H:34]([OH:35])[CH3:36], predict the reactants needed to synthesize it. The reactants are: [CH3:1][O:2][CH2:3][C@H:4]([CH3:31])[O:5][C:6]1[CH:7]=[C:8]([C:23]2[NH:27][C:26]([C:28](O)=[O:29])=[CH:25][CH:24]=2)[CH:9]=[C:10]([O:12][Si:13]([CH:20]([CH3:22])[CH3:21])([CH:17]([CH3:19])[CH3:18])[CH:14]([CH3:16])[CH3:15])[CH:11]=1.[NH2:32][C@@H:33]([CH2:37][OH:38])[C@@H:34]([CH3:36])[OH:35].[Cl-].COC1N=C(OC)N=C([N+]2(C)CCOCC2)N=1.